This data is from Reaction yield outcomes from USPTO patents with 853,638 reactions. The task is: Predict the reaction yield, written as a fraction of the theoretical maximum amount of product (1.0 means a 100% yield; for example, 0.34 means a 34% yield). (1) The reactants are [NH2:1]/[C:2](=[N:4]\[O:5][C:6](=O)[C@@H:7]([NH:12][C:13]([C:15]1[N:16]=[C:17]([C:31]2[CH:36]=[CH:35][CH:34]=[CH:33][CH:32]=2)[N:18]2[CH2:23][CH2:22][N:21]([C:24]([O:26][C:27]([CH3:30])([CH3:29])[CH3:28])=[O:25])[CH2:20][C:19]=12)=[O:14])[C:8]([CH3:11])([CH3:10])[CH3:9])/[CH3:3]. The catalyst is CCCC[N+](CCCC)(CCCC)CCCC.[F-].C1COCC1. The product is [CH3:10][C:8]([CH3:9])([CH3:11])[C@H:7]([NH:12][C:13]([C:15]1[N:16]=[C:17]([C:31]2[CH:32]=[CH:33][CH:34]=[CH:35][CH:36]=2)[N:18]2[CH2:23][CH2:22][N:21]([C:24]([O:26][C:27]([CH3:28])([CH3:29])[CH3:30])=[O:25])[CH2:20][C:19]=12)=[O:14])[C:6]1[O:5][N:4]=[C:2]([CH3:3])[N:1]=1. The yield is 0.880. (2) The reactants are [CH3:1][O:2][C:3]([NH:5][C@H:6]([C:10]([N:12]1[C@H:17]([C:18]2[NH:22][C:21]3[C:23]4[C:28]([CH:29]=[CH:30][C:20]=3[N:19]=2)=[CH:27][C:26]2[C:31]3[C:36]([CH2:37][O:38][C:25]=2[CH:24]=4)=[CH:35][C:34]([C:39]2[NH:43][C:42]([C@@H:44]4[CH2:48][C@H:47]([CH2:49][O:50][CH3:51])[CH2:46][N:45]4C(OC(C)(C)C)=O)=[N:41][CH:40]=2)=[CH:33][CH:32]=3)[CH2:16][C@H:15]2[C@@H:13]1[CH2:14]2)=[O:11])[CH:7]([CH3:9])[CH3:8])=[O:4].Cl.[CH3:60][O:61][C:62]([NH:64][C@H:65]([C:69]1[CH:74]=[CH:73][CH:72]=[CH:71][CH:70]=1)[C:66]([OH:68])=O)=[O:63].CCN(C(C)C)C(C)C.CCOC(C(C#N)=NOC(N1CCOCC1)=[N+](C)C)=O.F[P-](F)(F)(F)(F)F. The catalyst is C(Cl)Cl.CO.CN(C=O)C.[Li+].[OH-]. The product is [CH3:1][O:2][C:3]([NH:5][C@@H:6]([CH:7]([CH3:9])[CH3:8])[C:10]([N:12]1[C@H:17]([C:18]2[NH:22][C:21]3[C:23]4[C:28]([CH:29]=[CH:30][C:20]=3[N:19]=2)=[CH:27][C:26]2[C:31]3[C:36]([CH2:37][O:38][C:25]=2[CH:24]=4)=[CH:35][C:34]([C:39]2[NH:43][C:42]([C@@H:44]4[CH2:48][C@H:47]([CH2:49][O:50][CH3:51])[CH2:46][N:45]4[C:66](=[O:68])[C@H:65]([NH:64][C:62](=[O:63])[O:61][CH3:60])[C:69]4[CH:74]=[CH:73][CH:72]=[CH:71][CH:70]=4)=[N:41][CH:40]=2)=[CH:33][CH:32]=3)[CH2:16][C@H:15]2[C@@H:13]1[CH2:14]2)=[O:11])=[O:4]. The yield is 0.550. (3) The reactants are [S:1]1[C:5]2[CH:6]=[CH:7][CH:8]=[CH:9][C:4]=2[N:3]=[C:2]1[N:10]1[C:14](=[O:15])[C:13](=[CH:16][N:17](C)C)[C:12]([C:20]2[S:21][CH:22]=[CH:23][C:24]=2[Br:25])=[N:11]1. The catalyst is N.CO. The product is [NH2:17][CH:16]=[C:13]1[C:12]([C:20]2[S:21][CH:22]=[CH:23][C:24]=2[Br:25])=[N:11][N:10]([C:2]2[S:1][C:5]3[CH:6]=[CH:7][CH:8]=[CH:9][C:4]=3[N:3]=2)[C:14]1=[O:15]. The yield is 0.970.